Dataset: Reaction yield outcomes from USPTO patents with 853,638 reactions. Task: Predict the reaction yield, written as a fraction of the theoretical maximum amount of product (1.0 means a 100% yield; for example, 0.34 means a 34% yield). (1) The reactants are Br[C:2]1[CH:28]=[C:27]([F:29])[C:5]2[N:6]([CH2:9][C:10]3[CH:26]=[CH:25][C:13]4[N:14]=[C:15]([NH:17][C@@H:18]5[CH2:23][CH2:22][CH2:21][CH2:20][C@H:19]5[OH:24])[S:16][C:12]=4[CH:11]=3)[CH:7]=[N:8][C:4]=2[CH:3]=1.[CH:30](B1OC(C)(C)C(C)(C)O1)=[CH2:31].C(=O)([O-])[O-].[Na+].[Na+].O1CCOCC1. The yield is 0.170. The product is [F:29][C:27]1[C:5]2[N:6]([CH2:9][C:10]3[CH:26]=[CH:25][C:13]4[N:14]=[C:15]([NH:17][C@@H:18]5[CH2:23][CH2:22][CH2:21][CH2:20][C@H:19]5[OH:24])[S:16][C:12]=4[CH:11]=3)[CH:7]=[N:8][C:4]=2[CH:3]=[C:2]([CH:30]=[CH2:31])[CH:28]=1. The catalyst is C1C=CC(P(C2C=CC=CC=2)[C-]2C=CC=C2)=CC=1.C1C=CC(P(C2C=CC=CC=2)[C-]2C=CC=C2)=CC=1.Cl[Pd]Cl.[Fe+2].O. (2) The reactants are [NH2:1][C:2]1[C:3]([Cl:19])=[C:4]([C:15]([F:18])=[CH:16][CH:17]=1)[C:5]([O:7][CH2:8][C:9]1[CH:14]=[CH:13][CH:12]=[CH:11][CH:10]=1)=[O:6].C(N([CH2:25][CH3:26])CC)C.[CH2:27]([S:30](Cl)(=[O:32])=[O:31])[CH2:28][CH3:29]. The catalyst is ClCCl. The product is [Cl:19][C:3]1[C:2]([N:1]([S:30]([CH2:27][CH2:25][CH3:26])(=[O:32])=[O:31])[S:30]([CH2:27][CH2:28][CH3:29])(=[O:32])=[O:31])=[CH:17][CH:16]=[C:15]([F:18])[C:4]=1[C:5]([O:7][CH2:8][C:9]1[CH:14]=[CH:13][CH:12]=[CH:11][CH:10]=1)=[O:6]. The yield is 0.711. (3) The reactants are C(OC(=O)[NH:7][CH2:8][CH2:9][CH2:10][C:11]1([C:29]2[CH:34]=[CH:33][CH:32]=[CH:31][CH:30]=2)[N:15]([C:16](=[O:20])[CH:17]([CH3:19])[CH3:18])[N:14]=[C:13]([C:21]2[CH:26]=[C:25]([F:27])[CH:24]=[CH:23][C:22]=2[F:28])[O:12]1)(C)(C)C.C(O)(C(F)(F)F)=O. The catalyst is C(Cl)Cl. The product is [NH2:7][CH2:8][CH2:9][CH2:10][C:11]1([C:29]2[CH:34]=[CH:33][CH:32]=[CH:31][CH:30]=2)[N:15]([C:16](=[O:20])[CH:17]([CH3:19])[CH3:18])[N:14]=[C:13]([C:21]2[CH:26]=[C:25]([F:27])[CH:24]=[CH:23][C:22]=2[F:28])[O:12]1. The yield is 0.530. (4) The reactants are Br[C:2]1[CH:3]=[C:4]([NH:10][C:11]2[N:16]=[CH:15][C:14]3=[N:17][N:18]([CH3:21])[C:19]([CH3:20])=[C:13]3[CH:12]=2)[C:5](=[O:9])[N:6]([CH3:8])[CH:7]=1.[C:22]([O:25][CH2:26][C:27]1[C:28]([N:42]2[CH2:53][CH2:52][N:51]3[C:44](=[CH:45][C:46]4[CH2:47][C:48]([CH3:55])([CH3:54])[CH2:49][C:50]=43)[C:43]2=[O:56])=[N:29][CH:30]=[CH:31][C:32]=1B1OC(C)(C)C(C)(C)O1)(=[O:24])[CH3:23].[O-]P([O-])([O-])=O.[K+].[K+].[K+].C([O-])(=O)C.[Na+]. The catalyst is O.C1C=CC(P(C2C=CC=CC=2)[C-]2C=CC=C2)=CC=1.C1C=CC(P(C2C=CC=CC=2)[C-]2C=CC=C2)=CC=1.Cl[Pd]Cl.[Fe+2].C(#N)C. The product is [C:22]([O:25][CH2:26][C:27]1[C:28]([N:42]2[CH2:53][CH2:52][N:51]3[C:44](=[CH:45][C:46]4[CH2:47][C:48]([CH3:55])([CH3:54])[CH2:49][C:50]=43)[C:43]2=[O:56])=[N:29][CH:30]=[CH:31][C:32]=1[C:2]1[CH:3]=[C:4]([NH:10][C:11]2[N:16]=[CH:15][C:14]3=[N:17][N:18]([CH3:21])[C:19]([CH3:20])=[C:13]3[CH:12]=2)[C:5](=[O:9])[N:6]([CH3:8])[CH:7]=1)(=[O:24])[CH3:23]. The yield is 0.450. (5) The product is [OH-:11].[NH4+:4].[NH2:39][C@@H:35]([CH:36]([CH3:38])[CH3:37])[C:34]([N:31]1[CH2:30][CH2:29][N:28]([CH2:27][C:24]2[CH:23]=[CH:22][C:21]([C:19]3[S:20][C:13]4[C:14](=[N:15][CH:16]=[CH:17][C:12]=4[O:11][C:10]4[CH:48]=[CH:49][C:7]([NH:6][C:5]([NH:4][CH:1]5[CH2:3][CH2:2]5)=[O:51])=[CH:8][C:9]=4[F:50])[CH:18]=3)=[N:26][CH:25]=2)[CH2:33][CH2:32]1)=[O:47]. The yield is 0.0200. The reactants are [CH:1]1([NH:4][C:5](=[O:51])[NH:6][C:7]2[CH:49]=[CH:48][C:10]([O:11][C:12]3[CH:17]=[CH:16][N:15]=[C:14]4[CH:18]=[C:19]([C:21]5[N:26]=[CH:25][C:24]([CH2:27][N:28]6[CH2:33][CH2:32][N:31]([C:34](=[O:47])[C@@H:35]([NH:39]C(=O)OC(C)(C)C)[CH:36]([CH3:38])[CH3:37])[CH2:30][CH2:29]6)=[CH:23][CH:22]=5)[S:20][C:13]=34)=[C:9]([F:50])[CH:8]=2)[CH2:3][CH2:2]1.C(O)(C(F)(F)F)=O. The catalyst is C(Cl)Cl.CO.C(Cl)Cl. (6) The reactants are [F:1][C:2]([F:7])([F:6])[C:3]([OH:5])=[O:4].[CH3:8][C:9]1[C:21]2[C:20]3[C:19]([O:22][CH2:23][CH:24]4[CH2:29][CH2:28][NH:27][CH2:26][CH2:25]4)=[C:18]([O:30][CH3:31])[CH:17]=[CH:16][C:15]=3[C:14]([C:32]3[CH:37]=[CH:36][C:35]([OH:38])=[CH:34][CH:33]=3)=[N:13][C:12]=2[NH:11][N:10]=1.C=O.[CH:41](O)=O. The catalyst is O. The product is [F:1][C:2]([F:7])([F:6])[C:3]([OH:5])=[O:4].[CH3:8][C:9]1[C:21]2[C:20]3[C:19]([O:22][CH2:23][CH:24]4[CH2:29][CH2:28][N:27]([CH3:41])[CH2:26][CH2:25]4)=[C:18]([O:30][CH3:31])[CH:17]=[CH:16][C:15]=3[C:14]([C:32]3[CH:33]=[CH:34][C:35]([OH:38])=[CH:36][CH:37]=3)=[N:13][C:12]=2[NH:11][N:10]=1. The yield is 0.230. (7) The reactants are Cl[CH2:2][C:3]([C:5]1[CH:10]=[CH:9][C:8]([NH:11][C:12](=[O:14])[CH3:13])=[C:7]([CH:15]([CH3:17])[CH3:16])[CH:6]=1)=[O:4].Cl.[N:19]1([C:25]2[C:29]3[CH:30]=[CH:31][CH:32]=[CH:33][C:28]=3[S:27][N:26]=2)[CH2:24][CH2:23][NH:22][CH2:21][CH2:20]1. No catalyst specified. The product is [S:27]1[C:28]2[CH:33]=[CH:32][CH:31]=[CH:30][C:29]=2[C:25]([N:19]2[CH2:20][CH2:21][N:22]([CH2:2][C:3]([C:5]3[CH:10]=[CH:9][C:8]([NH:11][C:12](=[O:14])[CH3:13])=[C:7]([CH:15]([CH3:17])[CH3:16])[CH:6]=3)=[O:4])[CH2:23][CH2:24]2)=[N:26]1. The yield is 0.550.